Regression/Classification. Given a drug SMILES string, predict its absorption, distribution, metabolism, or excretion properties. Task type varies by dataset: regression for continuous measurements (e.g., permeability, clearance, half-life) or binary classification for categorical outcomes (e.g., BBB penetration, CYP inhibition). Dataset: pgp_broccatelli. From a dataset of P-glycoprotein inhibition data for predicting drug efflux from Broccatelli et al.. (1) The drug is CC(C)[C@H](Nc1ccc(C(F)(F)F)cc1Cl)C(=O)O[C@@H](C#N)c1cccc(Oc2ccccc2)c1. The result is 0 (non-inhibitor). (2) The compound is O=C(CCc1cccc2ccccc12)c1ccccc1OC[C@H](O)CNCCC(c1ccccc1)c1ccccc1. The result is 1 (inhibitor). (3) The compound is COc1cc(COc2ccccc2CCc2ccccc2)cc(OC)c1. The result is 1 (inhibitor). (4) The compound is Clc1ccc(CS[C@@H](Cn2ccnc2)c2ccc(Cl)cc2Cl)cc1. The result is 0 (non-inhibitor). (5) The compound is C[C@@H](CO)NC(=O)[C@@H]1C=C2c3cccc4[nH]cc(c34)C[C@@H]2N(C)C1. The result is 0 (non-inhibitor). (6) The molecule is CC(=O)c1cc(Cl)c(Cl)cc1OC[C@H](O)CN1CCN(c2ccccc2C)CC1. The result is 1 (inhibitor). (7) The drug is CCN(CC)CCC[C@H](C)N[C@H]1c2ccccc2N(C(=O)c2ccc(C)cc2)[C@@H](C)[C@@H]1O. The result is 1 (inhibitor).